Dataset: NCI-60 drug combinations with 297,098 pairs across 59 cell lines. Task: Regression. Given two drug SMILES strings and cell line genomic features, predict the synergy score measuring deviation from expected non-interaction effect. (1) Drug 1: CNC(=O)C1=CC=CC=C1SC2=CC3=C(C=C2)C(=NN3)C=CC4=CC=CC=N4. Drug 2: CC1=C2C(C(=O)C3(C(CC4C(C3C(C(C2(C)C)(CC1OC(=O)C(C(C5=CC=CC=C5)NC(=O)OC(C)(C)C)O)O)OC(=O)C6=CC=CC=C6)(CO4)OC(=O)C)OC)C)OC. Cell line: CAKI-1. Synergy scores: CSS=41.4, Synergy_ZIP=0.0787, Synergy_Bliss=0.301, Synergy_Loewe=-10.5, Synergy_HSA=2.17. (2) Drug 1: CCC1(CC2CC(C3=C(CCN(C2)C1)C4=CC=CC=C4N3)(C5=C(C=C6C(=C5)C78CCN9C7C(C=CC9)(C(C(C8N6C=O)(C(=O)OC)O)OC(=O)C)CC)OC)C(=O)OC)O.OS(=O)(=O)O. Drug 2: CCN(CC)CCNC(=O)C1=C(NC(=C1C)C=C2C3=C(C=CC(=C3)F)NC2=O)C. Cell line: NCI-H522. Synergy scores: CSS=5.07, Synergy_ZIP=-4.95, Synergy_Bliss=-6.52, Synergy_Loewe=-39.5, Synergy_HSA=-8.78.